The task is: Predict which catalyst facilitates the given reaction.. This data is from Catalyst prediction with 721,799 reactions and 888 catalyst types from USPTO. Reactant: [CH:1]1([CH2:7][N:8]2[C:12]([C:13]3[CH:18]=[C:17]([C:19]([CH3:22])([CH3:21])[CH3:20])[CH:16]=[C:15]([C:23]([CH3:26])([CH3:25])[CH3:24])[CH:14]=3)=[CH:11][C:10]([S:27]([NH2:30])(=[O:29])=[O:28])=[C:9]2[CH3:31])[CH2:6][CH2:5][CH2:4][CH2:3][CH2:2]1.[Li+].C[Si]([N-][Si](C)(C)C)(C)C.I[CH2:43][CH3:44]. Product: [CH:1]1([CH2:7][N:8]2[C:12]([C:13]3[CH:18]=[C:17]([C:19]([CH3:22])([CH3:20])[CH3:21])[CH:16]=[C:15]([C:23]([CH3:24])([CH3:25])[CH3:26])[CH:14]=3)=[CH:11][C:10]([S:27]([NH:30][CH2:43][CH3:44])(=[O:29])=[O:28])=[C:9]2[CH3:31])[CH2:2][CH2:3][CH2:4][CH2:5][CH2:6]1. The catalyst class is: 1.